Task: Predict the product of the given reaction.. Dataset: Forward reaction prediction with 1.9M reactions from USPTO patents (1976-2016) (1) Given the reactants [NH:1]1[C:5]2=[CH:6][N:7]=[CH:8][CH:9]=[C:4]2[CH:3]=[N:2]1.[I:10]I.[OH-].[K+], predict the reaction product. The product is: [I:10][C:3]1[C:4]2[C:5](=[CH:6][N:7]=[CH:8][CH:9]=2)[NH:1][N:2]=1. (2) The product is: [Cl:22][C:19]1[CH:20]=[CH:21][C:14]2[O:13][C:12]([S:9]([C:6]3[NH:5][NH:4][CH:3]=[CH:8][CH:7]=3)(=[O:10])=[O:11])=[C:16]([CH3:17])[C:15]=2[CH:18]=1.[N:5]1[NH:4][C:3](=[O:2])[CH:8]=[CH:7][CH:6]=1. Given the reactants C[O:2][C:3]1[N:4]=[N:5][C:6]([S:9]([C:12]2[O:13][C:14]3[CH:21]=[CH:20][C:19]([Cl:22])=[CH:18][C:15]=3[C:16]=2[CH3:17])(=[O:11])=[O:10])=[CH:7][CH:8]=1.Cl, predict the reaction product. (3) The product is: [Cl:33][C:28]1[CH:29]=[C:30]2[C:25](=[CH:26][CH:27]=1)[N:24]=[C:23]([O:9][C:7]1[CH:6]=[CH:5][C:4]([CH:10]3[C:15](=[O:16])[C:14]([CH3:18])([CH3:17])[O:13][C:12]([CH3:20])([CH3:19])[C:11]3=[O:21])=[C:3]([CH2:1][CH3:2])[CH:8]=1)[CH:32]=[N:31]2. Given the reactants [CH2:1]([C:3]1[CH:8]=[C:7]([OH:9])[CH:6]=[CH:5][C:4]=1[CH:10]1[C:15](=[O:16])[C:14]([CH3:18])([CH3:17])[O:13][C:12]([CH3:20])([CH3:19])[C:11]1=[O:21])[CH3:2].Cl[C:23]1[CH:32]=[N:31][C:30]2[C:25](=[CH:26][CH:27]=[C:28]([Cl:33])[CH:29]=2)[N:24]=1.C(=O)([O-])[O-].[K+].[K+].Cl, predict the reaction product. (4) Given the reactants [H-].[Na+].[N:3]1([C:11]([O:13][C:14]([CH3:17])([CH3:16])[CH3:15])=[O:12])[CH2:6][CH:5]([C:7]([O:9]C)=O)[CH2:4]1.[C:18](#[N:20])[CH3:19].Cl, predict the reaction product. The product is: [C:18]([CH2:19][C:7]([CH:5]1[CH2:4][N:3]([C:11]([O:13][C:14]([CH3:17])([CH3:16])[CH3:15])=[O:12])[CH2:6]1)=[O:9])#[N:20]. (5) Given the reactants [CH2:1]([O:3][C:4]([CH:6]1[CH2:11][C:10](=[O:12])[C:9]([N:13]=NC2C=CC(Br)=CC=2)=[C:8]([OH:22])[CH2:7]1)=[O:5])[CH3:2].[C:23](O)(=[O:25])[CH3:24], predict the reaction product. The product is: [CH2:1]([O:3][C:4]([CH:6]1[CH2:11][C:10](=[O:12])[C:9]([NH:13][C:23](=[O:25])[CH3:24])=[C:8]([OH:22])[CH2:7]1)=[O:5])[CH3:2].